From a dataset of Catalyst prediction with 721,799 reactions and 888 catalyst types from USPTO. Predict which catalyst facilitates the given reaction. Reactant: [CH2:1]([O:3][C:4](=[O:12])[C:5]1[CH:10]=[CH:9][N:8]=[C:7](Cl)[CH:6]=1)[CH3:2].[Cl-].[CH:14]1([Zn+])[CH2:18][CH2:17][CH2:16][CH2:15]1.O1CCOC[CH2:21]1. Product: [CH2:1]([O:3][C:4](=[O:12])[C:5]1[CH:10]=[C:9]([CH3:21])[N:8]=[C:7]([CH:14]2[CH2:18][CH2:17][CH2:16][CH2:15]2)[CH:6]=1)[CH3:2]. The catalyst class is: 6.